Predict the reaction yield, written as a fraction of the theoretical maximum amount of product (1.0 means a 100% yield; for example, 0.34 means a 34% yield). From a dataset of Reaction yield outcomes from USPTO patents with 853,638 reactions. (1) The reactants are [NH2:1][C:2]1[CH:7]=[CH:6][CH:5]=[CH:4][N:3]=1.Cl[CH2:9][C:10]([NH:12][C:13]([NH:15][CH2:16][CH3:17])=[O:14])=O.[N:18]1[C:23](C)=[CH:22][CH:21]=[CH:20][C:19]=1C. The catalyst is CN1CCN(C)C1=O.CCOC(C)=O. The product is [CH2:10]([NH:12][C:13]([NH:15][C:16]1[N:1]=[C:2]2[CH:7]=[C:6]([C:20]3[CH:19]=[N:18][CH:23]=[CH:22][CH:21]=3)[CH:5]=[CH:4][N:3]2[CH:17]=1)=[O:14])[CH3:9]. The yield is 0.0600. (2) The reactants are [C:1](Cl)(=[O:4])[CH:2]=[CH2:3].[CH3:6][N:7]([CH3:38])[CH2:8][CH2:9][N:10]([CH3:37])[C:11]1[C:12]([NH2:36])=[CH:13][C:14]([NH:19][C:20]2[N:25]=[C:24]([C:26]3[C:34]4[C:29](=[CH:30][CH:31]=[CH:32][CH:33]=4)[N:28]([CH3:35])[CH:27]=3)[CH:23]=[CH:22][N:21]=2)=[C:15]([O:17][CH3:18])[CH:16]=1.CCN(C(C)C)C(C)C. The catalyst is C(Cl)Cl. The product is [CH3:38][N:7]([CH3:6])[CH2:8][CH2:9][N:10]([CH3:37])[C:11]1[CH:16]=[C:15]([O:17][CH3:18])[C:14]([NH:19][C:20]2[N:25]=[C:24]([C:26]3[C:34]4[C:29](=[CH:30][CH:31]=[CH:32][CH:33]=4)[N:28]([CH3:35])[CH:27]=3)[CH:23]=[CH:22][N:21]=2)=[CH:13][C:12]=1[NH:36][C:1](=[O:4])[CH:2]=[CH2:3]. The yield is 0.390.